This data is from Full USPTO retrosynthesis dataset with 1.9M reactions from patents (1976-2016). The task is: Predict the reactants needed to synthesize the given product. Given the product [Br:1][C:2]1[S:6][C:5]([CH2:7][C:39]([O:15][CH2:11][C:12]2[CH:35]=[CH:34][CH:33]=[CH:32][CH:31]=2)=[O:40])=[CH:4][C:3]=1[CH3:10], predict the reactants needed to synthesize it. The reactants are: [Br:1][C:2]1[S:6][C:5]([C:7](O)=O)=[CH:4][C:3]=1[CH3:10].[C:11](Cl)(=[O:15])[C:12](Cl)=O.C(N(CC)CC)C.C[Si](C=[N+]=[N-])(C)C.[CH3:31][CH2:32][CH2:33][CH2:34][CH2:35]C.CN(C)[CH:39]=[O:40].